From a dataset of Reaction yield outcomes from USPTO patents with 853,638 reactions. Predict the reaction yield, written as a fraction of the theoretical maximum amount of product (1.0 means a 100% yield; for example, 0.34 means a 34% yield). (1) The reactants are [C:1]1([C:7]2[CH:8]=[CH:9][C:10]3[O:14][C:13](=S)[NH:12][C:11]=3[CH:16]=2)[CH:6]=[CH:5][CH:4]=[CH:3][CH:2]=1.P(Cl)(Cl)(Cl)(Cl)[Cl:18]. The catalyst is P(Cl)(Cl)(Cl)=O. The product is [Cl:18][C:13]1[O:14][C:10]2[CH:9]=[CH:8][C:7]([C:1]3[CH:6]=[CH:5][CH:4]=[CH:3][CH:2]=3)=[CH:16][C:11]=2[N:12]=1. The yield is 0.730. (2) The product is [Br:1][C:2]1[CH:7]=[CH:6][C:5]([NH:8][C:9]2[C:18]3[C:13](=[CH:14][C:15]([O:21][CH2:22][CH:23]4[CH2:28][CH2:27][N:26]([CH3:30])[CH2:25][CH2:24]4)=[C:16]([O:19][CH3:20])[CH:17]=3)[N:12]=[CH:11][N:10]=2)=[C:4]([F:29])[CH:3]=1. The yield is 0.450. The reactants are [Br:1][C:2]1[CH:7]=[CH:6][C:5]([NH:8][C:9]2[C:18]3[C:13](=[CH:14][C:15]([O:21][CH2:22][CH:23]4[CH2:28][CH2:27][NH:26][CH2:25][CH2:24]4)=[C:16]([O:19][CH3:20])[CH:17]=3)[N:12]=[CH:11][N:10]=2)=[C:4]([F:29])[CH:3]=1.[CH2:30]=O. The catalyst is C(O)=O. (3) The reactants are F[C:2]1[C:7]([I:8])=[CH:6][CH:5]=[CH:4][N:3]=1.[O:9]1[CH2:13][CH2:12][CH2:11][CH:10]1[CH2:14][OH:15]. No catalyst specified. The product is [I:8][C:7]1[C:2]([O:15][CH2:14][CH:10]2[CH2:11][CH2:12][CH2:13][O:9]2)=[N:3][CH:4]=[CH:5][CH:6]=1. The yield is 0.760. (4) The reactants are [CH3:1][C:2]1([CH3:21])[CH:6]([C:7]2[CH:12]=[CH:11][C:10]([CH3:13])=[CH:9][CH:8]=2)[C:5]2[CH:14]=[C:15]([NH2:20])[C:16]([CH3:19])=[C:17]([CH3:18])[C:4]=2[O:3]1.[CH3:22][O:23][C:24]1[CH:29]=[CH:28][C:27]([CH2:30][CH2:31][C:32](O)=[O:33])=[CH:26][CH:25]=1. No catalyst specified. The product is [CH3:22][O:23][C:24]1[CH:29]=[CH:28][C:27]([CH2:30][CH2:31][C:32]([NH:20][C:15]2[C:16]([CH3:19])=[C:17]([CH3:18])[C:4]3[O:3][C:2]([CH3:21])([CH3:1])[CH:6]([C:7]4[CH:8]=[CH:9][C:10]([CH3:13])=[CH:11][CH:12]=4)[C:5]=3[CH:14]=2)=[O:33])=[CH:26][CH:25]=1. The yield is 0.640. (5) The reactants are [CH3:1][C:2]1([CH3:22])[CH2:7][NH:6][CH:5]([CH2:8][C:9]([NH:11][C:12]2[CH:17]=[CH:16][C:15]([CH:18]([CH3:20])[CH3:19])=[CH:14][CH:13]=2)=[O:10])[C:4](=[O:21])[O:3]1.[C:23]1(=O)[CH2:27][CH2:26][CH2:25][CH2:24]1.C([BH3-])#N.[Na+].C(O)(=O)C. The catalyst is O1CCCC1.C(#N)C. The product is [CH:23]1([N:6]2[CH2:7][C:2]([CH3:1])([CH3:22])[O:3][C:4](=[O:21])[CH:5]2[CH2:8][C:9]([NH:11][C:12]2[CH:17]=[CH:16][C:15]([CH:18]([CH3:19])[CH3:20])=[CH:14][CH:13]=2)=[O:10])[CH2:27][CH2:26][CH2:25][CH2:24]1. The yield is 0.330.